This data is from Catalyst prediction with 721,799 reactions and 888 catalyst types from USPTO. The task is: Predict which catalyst facilitates the given reaction. (1) Reactant: [Br:1][C:2]1[CH:7]=[CH:6][C:5]([NH:8][C:9]2[N:14]=[CH:13][CH:12]=[CH:11][N:10]=2)=[CH:4][CH:3]=1.[H-].[Na+].Cl.Cl[CH2:19][C:20]1[CH:21]=[N:22][CH:23]=[CH:24][CH:25]=1.C(N(CC)CC)C. Product: [Br:1][C:2]1[CH:3]=[CH:4][C:5]([N:8]([CH2:19][C:20]2[CH:21]=[N:22][CH:23]=[CH:24][CH:25]=2)[C:9]2[N:10]=[CH:11][CH:12]=[CH:13][N:14]=2)=[CH:6][CH:7]=1. The catalyst class is: 163. (2) Reactant: Cl[C:2]1[N:7]=[C:6]([C:8]2[S:12][C:11]([C:13]([CH3:17])([CH3:16])[CH2:14][OH:15])=[N:10][C:9]=2[C:18]2[C:19]([F:36])=[C:20]([NH:24][S:25]([C:28]3[C:33]([F:34])=[CH:32][CH:31]=[CH:30][C:29]=3[F:35])(=[O:27])=[O:26])[CH:21]=[CH:22][CH:23]=2)[CH:5]=[CH:4][N:3]=1.[OH-].[NH4+:38]. Product: [NH2:38][C:2]1[N:7]=[C:6]([C:8]2[S:12][C:11]([C:13]([CH3:17])([CH3:16])[CH2:14][OH:15])=[N:10][C:9]=2[C:18]2[C:19]([F:36])=[C:20]([NH:24][S:25]([C:28]3[C:33]([F:34])=[CH:32][CH:31]=[CH:30][C:29]=3[F:35])(=[O:27])=[O:26])[CH:21]=[CH:22][CH:23]=2)[CH:5]=[CH:4][N:3]=1. The catalyst class is: 69. (3) Reactant: FC(F)(F)S(O[C:7]1[CH2:12][CH2:11][CH:10]([O:13][CH:14]([CH3:16])[CH3:15])[CH2:9][CH:8]=1)(=O)=O.[B:19]1([B:19]2[O:23][C:22]([CH3:25])([CH3:24])[C:21]([CH3:27])([CH3:26])[O:20]2)[O:23][C:22]([CH3:25])([CH3:24])[C:21]([CH3:27])([CH3:26])[O:20]1.C([O-])(=O)C.[K+].C(Cl)Cl. Product: [CH:14]([O:13][CH:10]1[CH2:11][CH2:12][C:7]([B:19]2[O:23][C:22]([CH3:25])([CH3:24])[C:21]([CH3:27])([CH3:26])[O:20]2)=[CH:8][CH2:9]1)([CH3:16])[CH3:15]. The catalyst class is: 75. (4) Reactant: [C:1]1(C)[CH:6]=[CH:5][CH:4]=[CH:3][C:2]=1[C:7]1[CH:12]=[CH:11][N:10]=[CH:9][C:8]=1[N:13]([CH2:30][C:31]([F:34])([F:33])[F:32])C(=O)C1C=C(C(F)(F)F)N=C(C(F)(F)F)C=1.[F:36]C1C=CC=CC=1B(O)O. Product: [F:36][C:1]1[CH:6]=[CH:5][CH:4]=[CH:3][C:2]=1[C:7]1[CH:12]=[CH:11][N:10]=[CH:9][C:8]=1[NH:13][CH2:30][C:31]([F:34])([F:33])[F:32]. The catalyst class is: 243.